Task: Predict the reaction yield, written as a fraction of the theoretical maximum amount of product (1.0 means a 100% yield; for example, 0.34 means a 34% yield).. Dataset: Reaction yield outcomes from USPTO patents with 853,638 reactions (1) The reactants are F[C:2]1[CH:7]=[CH:6][C:5]([N+:8]([O-])=O)=[CH:4][CH:3]=1.[CH3:11][C:12]1[N:13]=[CH:14][NH:15][CH:16]=1.C([O-])([O-])=O.[K+].[K+]. The catalyst is CN(C=O)C. The product is [CH3:11][C:12]1[N:13]=[CH:14][N:15]([C:2]2[CH:7]=[CH:6][C:5]([NH2:8])=[CH:4][CH:3]=2)[CH:16]=1. The yield is 0.870. (2) The reactants are [CH2:1]([O:8][C:9](=[O:21])[NH:10][CH2:11][C:12]([C:14]1[CH:19]=[CH:18][C:17](Br)=[CH:16][CH:15]=1)=[O:13])[C:2]1[CH:7]=[CH:6][CH:5]=[CH:4][CH:3]=1.[C:22]([O-:25])(=[O:24])C.[K+].C1(P(C2C=CC=CC=2)CCCP(C2C=CC=CC=2)C2C=CC=CC=2)C=CC=CC=1. The catalyst is C1COCC1.O.CC([O-])=O.CC([O-])=O.[Pd+2]. The product is [CH2:1]([O:8][C:9]([NH:10][CH2:11][C:12]([C:14]1[CH:19]=[CH:18][C:17]([C:22]([OH:25])=[O:24])=[CH:16][CH:15]=1)=[O:13])=[O:21])[C:2]1[CH:7]=[CH:6][CH:5]=[CH:4][CH:3]=1. The yield is 0.940.